From a dataset of Forward reaction prediction with 1.9M reactions from USPTO patents (1976-2016). Predict the product of the given reaction. (1) The product is: [ClH:16].[C:1]1([C:10]2[CH:15]=[CH:14][CH:13]=[CH:12][CH:11]=2)[CH:6]=[CH:5][CH:4]=[C:3]([C:17]2[CH:18]=[C:19]([CH2:23][N:24]3[CH:28]=[CH:27][N:26]=[C:25]3[CH3:29])[N:20]=[N:21][CH:22]=2)[CH:2]=1. Given the reactants [C:1]1([C:10]2[CH:15]=[CH:14][CH:13]=[CH:12][CH:11]=2)[CH:6]=[CH:5][CH:4]=[C:3](B(O)O)[CH:2]=1.[Cl:16][C:17]1[CH:18]=[C:19]([CH2:23][N:24]2[CH:28]=[CH:27][N:26]=[C:25]2[CH3:29])[N:20]=[N:21][CH:22]=1, predict the reaction product. (2) Given the reactants C[O:2][C:3]1[CH:8]=[CH:7][CH:6]=[CH:5][C:4]=1[N:9]1[CH2:30][CH2:29][C:12]2([C:16](=[O:17])[N:15]([C:18]3[CH:23]=[CH:22][C:21]([O:24][C:25]([F:28])([F:27])[F:26])=[CH:20][CH:19]=3)[CH2:14][CH2:13]2)[CH2:11][CH2:10]1, predict the reaction product. The product is: [OH:2][C:3]1[CH:8]=[CH:7][CH:6]=[CH:5][C:4]=1[N:9]1[CH2:30][CH2:29][C:12]2([C:16](=[O:17])[N:15]([C:18]3[CH:23]=[CH:22][C:21]([O:24][C:25]([F:27])([F:28])[F:26])=[CH:20][CH:19]=3)[CH2:14][CH2:13]2)[CH2:11][CH2:10]1. (3) The product is: [Cl:1][C:2]1[CH:3]=[CH:4][C:5]([C:8]2[S:9][C:10]([CH2:13][O:14][C:15]3[CH2:19][CH2:18][C:17](=[O:20])[CH:16]=3)=[CH:11][N:12]=2)=[CH:6][CH:7]=1. Given the reactants [Cl:1][C:2]1[CH:7]=[CH:6][C:5]([C:8]2[S:9][C:10]([CH2:13][OH:14])=[CH:11][N:12]=2)=[CH:4][CH:3]=1.[C:15]1(=O)[CH2:19][CH2:18][C:17](=[O:20])[CH2:16]1.C1(P(C2C=CC=CC=2)C2C=CC=CC=2)C=CC=CC=1.CC(OC(/N=N/C(OC(C)C)=O)=O)C, predict the reaction product.